Dataset: Full USPTO retrosynthesis dataset with 1.9M reactions from patents (1976-2016). Task: Predict the reactants needed to synthesize the given product. Given the product [CH3:13][O:14][C:15]1[CH:20]=[CH:19][C:18]([C:2]2[C:3]([NH2:4])=[CH:5][CH:6]=[C:7]([C:9]([F:12])([F:11])[F:10])[CH:8]=2)=[CH:17][CH:16]=1, predict the reactants needed to synthesize it. The reactants are: I[C:2]1[CH:8]=[C:7]([C:9]([F:12])([F:11])[F:10])[CH:6]=[CH:5][C:3]=1[NH2:4].[CH3:13][O:14][C:15]1[CH:20]=[CH:19][C:18](B(O)O)=[CH:17][CH:16]=1.C([O-])([O-])=O.[K+].[K+].